Predict which catalyst facilitates the given reaction. From a dataset of Catalyst prediction with 721,799 reactions and 888 catalyst types from USPTO. (1) Reactant: [Br:1][C:2]1[N:7]=[C:6]([N+:8]([O-:10])=[O:9])[C:5]([NH2:11])=[CH:4][CH:3]=1.C[Si]([N-][Si](C)(C)C)(C)C.[Na+].[C:22](O[C:22]([O:24][C:25]([CH3:28])([CH3:27])[CH3:26])=[O:23])([O:24][C:25]([CH3:28])([CH3:27])[CH3:26])=[O:23].C([O-])(O)=O.[Na+]. Product: [C:25]([O:24][C:22](=[O:23])[NH:11][C:5]1[C:6]([N+:8]([O-:10])=[O:9])=[N:7][C:2]([Br:1])=[CH:3][CH:4]=1)([CH3:28])([CH3:27])[CH3:26]. The catalyst class is: 1. (2) Reactant: [OH:1][CH2:2][CH:3]1[NH:8][CH2:7][CH2:6][N:5]([C:9]([O:11][C:12]([CH3:15])([CH3:14])[CH3:13])=[O:10])[CH2:4]1.[CH3:16][S:17][C:18]1[CH:23]=[CH:22][C:21]([N:24]=[C:25]=[O:26])=[CH:20][CH:19]=1. Product: [OH:1][CH2:2][CH:3]1[N:8]([C:25](=[O:26])[NH:24][C:21]2[CH:22]=[CH:23][C:18]([S:17][CH3:16])=[CH:19][CH:20]=2)[CH2:7][CH2:6][N:5]([C:9]([O:11][C:12]([CH3:15])([CH3:14])[CH3:13])=[O:10])[CH2:4]1. The catalyst class is: 7. (3) Reactant: [Br:1][C:2]1[CH:3]=[C:4]([O:14][CH3:15])[C:5]([O:12][CH3:13])=[C:6]([CH:8](O)[CH2:9][CH3:10])[CH:7]=1.CCN(S(F)(F)[F:22])CC. Product: [Br:1][C:2]1[CH:3]=[C:4]([O:14][CH3:15])[C:5]([O:12][CH3:13])=[C:6]([CH:8]([F:22])[CH2:9][CH3:10])[CH:7]=1. The catalyst class is: 2. (4) Reactant: C([O:3][C:4](=[O:28])[CH2:5][C:6]1[N:7]=[C:8]([NH:11][C:12](=[O:27])[C:13]([CH3:26])([O:15][C:16]2[C:25]3[C:20](=[CH:21][CH:22]=[CH:23][CH:24]=3)[CH:19]=[CH:18][CH:17]=2)[CH3:14])[S:9][CH:10]=1)C.[Li+].[OH-]. Product: [CH3:26][C:13]([O:15][C:16]1[C:25]2[C:20](=[CH:21][CH:22]=[CH:23][CH:24]=2)[CH:19]=[CH:18][CH:17]=1)([CH3:14])[C:12]([NH:11][C:8]1[S:9][CH:10]=[C:6]([CH2:5][C:4]([OH:28])=[O:3])[N:7]=1)=[O:27]. The catalyst class is: 87. (5) Reactant: [C:1]([O:5][C:6]([N:8]1[C:16]2[C:11](=[CH:12][CH:13]=[CH:14][CH:15]=2)[C:10](/[CH:17]=[CH:18]/[C:19]([OH:21])=O)=[CH:9]1)=[O:7])([CH3:4])([CH3:3])[CH3:2].[Cl:22][C:23]1[CH:24]=[C:25]([CH:33]=[CH:34][CH:35]=1)[C:26]([NH:28][NH:29][CH:30]([CH3:32])[CH3:31])=[O:27].CN(C(ON1N=NC2C=CC=NC1=2)=[N+](C)C)C.F[P-](F)(F)(F)(F)F.C(N(CC)C(C)C)(C)C. Product: [Cl:22][C:23]1[CH:24]=[C:25]([CH:33]=[CH:34][CH:35]=1)[C:26]([NH:28][N:29]([C:19](=[O:21])/[CH:18]=[CH:17]/[C:10]1[C:11]2[C:16](=[CH:15][CH:14]=[CH:13][CH:12]=2)[N:8]([C:6]([O:5][C:1]([CH3:2])([CH3:3])[CH3:4])=[O:7])[CH:9]=1)[CH:30]([CH3:32])[CH3:31])=[O:27]. The catalyst class is: 31. (6) Reactant: [CH3:1][N:2]1[CH2:7][CH2:6][N:5]([C:8]2[CH:14]=[CH:13][C:11]([NH2:12])=[CH:10][CH:9]=2)[CH2:4][CH2:3]1.Cl[C:16]1[N:21]=[C:20]([N:22]2[C:26]3[CH:27]=[CH:28][CH:29]=[CH:30][C:25]=3[N:24]=[C:23]2[O:31][C:32]2[C:37]([CH3:38])=[CH:36][CH:35]=[CH:34][C:33]=2[CH3:39])[CH:19]=[CH:18][N:17]=1.CCCCCC. Product: [CH3:39][C:33]1[CH:34]=[CH:35][CH:36]=[C:37]([CH3:38])[C:32]=1[O:31][C:23]1[N:22]([C:20]2[CH:19]=[CH:18][N:17]=[C:16]([NH:12][C:11]3[CH:13]=[CH:14][C:8]([N:5]4[CH2:4][CH2:3][N:2]([CH3:1])[CH2:7][CH2:6]4)=[CH:9][CH:10]=3)[N:21]=2)[C:26]2[CH:27]=[CH:28][CH:29]=[CH:30][C:25]=2[N:24]=1. The catalyst class is: 15.